Dataset: Forward reaction prediction with 1.9M reactions from USPTO patents (1976-2016). Task: Predict the product of the given reaction. (1) Given the reactants [F:1][C:2]1[CH:30]=[CH:29][C:5]2[N:6]=[C:7]([NH:9][C@H:10]3[CH2:14][CH2:13][CH2:12][C@@H:11]3[NH:15][C:16](=[O:28])[C:17]3[CH:22]=[CH:21][CH:20]=[CH:19][C:18]=3[N:23]3[CH:27]=C[CH:25]=[N:24]3)[S:8][C:4]=2[CH:3]=1.[N:31]1(C2C=CC=CC=2C(O)=O)C=NC=N1.Cl.FC1C=CC2N=C(N[C@H]3CCC[C@@H]3N)SC=2C=1, predict the reaction product. The product is: [F:1][C:2]1[CH:30]=[CH:29][C:5]2[N:6]=[C:7]([NH:9][C@H:10]3[CH2:14][CH2:13][CH2:12][C@@H:11]3[NH:15][C:16](=[O:28])[C:17]3[CH:22]=[CH:21][CH:20]=[CH:19][C:18]=3[N:23]3[CH:27]=[N:31][CH:25]=[N:24]3)[S:8][C:4]=2[CH:3]=1. (2) Given the reactants [N+:1]([C:4]1[CH:5]=[C:6]([OH:14])[CH:7]=[C:8]([C:10]([F:13])([F:12])[F:11])[CH:9]=1)([O-:3])=[O:2].[CH2:15](Br)[C:16]1[CH:21]=[CH:20][CH:19]=[CH:18][CH:17]=1.C(=O)([O-])[O-].[K+].[K+].CN(C)C=O, predict the reaction product. The product is: [CH2:15]([O:14][C:6]1[CH:7]=[C:8]([C:10]([F:11])([F:12])[F:13])[CH:9]=[C:4]([N+:1]([O-:3])=[O:2])[CH:5]=1)[C:16]1[CH:21]=[CH:20][CH:19]=[CH:18][CH:17]=1. (3) The product is: [N:6]1[CH:7]=[CH:8][CH:9]=[C:4]([CH:1]([NH2:13])[CH3:2])[CH:5]=1. Given the reactants [C:1]([C:4]1[CH:5]=[N:6][CH:7]=[CH:8][CH:9]=1)(=O)[CH3:2].CO.C([BH3-])#[N:13].[Na+].[OH-].[Na+], predict the reaction product. (4) Given the reactants [F:1][C:2]1[CH:3]=[C:4]2[C:8](=[CH:9][CH:10]=1)[NH:7][C:6](=[O:11])[CH2:5]2.C[Si]([N-][Si](C)(C)C)(C)C.[Li+].[CH2:22]([CH:24]1[O:28][C:27](=O)[C:26]2[S:30][CH:31]=[CH:32][C:25]1=2)[CH3:23].Cl, predict the reaction product. The product is: [CH2:22]([CH:24]1[O:28][C:27](=[C:5]2[C:4]3[C:8](=[CH:9][CH:10]=[C:2]([F:1])[CH:3]=3)[NH:7][C:6]2=[O:11])[C:26]2[S:30][CH:31]=[CH:32][C:25]1=2)[CH3:23]. (5) Given the reactants [OH:1][N:2]1[C:6](=[O:7])[C:5]2=[CH:8][CH:9]=[CH:10][CH:11]=[C:4]2[C:3]1=[O:12].[C:13]([O-])(=[O:15])[CH3:14].[Na+].BrCCO.O, predict the reaction product. The product is: [OH:15][CH2:13][CH2:14][O:1][N:2]1[C:3](=[O:12])[C:4]2[C:5](=[CH:8][CH:9]=[CH:10][CH:11]=2)[C:6]1=[O:7].